This data is from Full USPTO retrosynthesis dataset with 1.9M reactions from patents (1976-2016). The task is: Predict the reactants needed to synthesize the given product. (1) The reactants are: [Cl:1][C:2]1[CH:7]=[C:6]([N:8]([CH3:10])[CH3:9])[C:5]([F:11])=[CH:4][C:3]=1[C:12]1[CH:17]=[CH:16][N:15]=[C:14]([NH:18][CH:19]([CH:22]2[CH2:24][CH2:23]2)[CH2:20][CH3:21])[C:13]=1[N+:25]([O-])=O.Cl[Sn]Cl.O. Given the product [Cl:1][C:2]1[CH:7]=[C:6]([N:8]([CH3:9])[CH3:10])[C:5]([F:11])=[CH:4][C:3]=1[C:12]1[CH:17]=[CH:16][N:15]=[C:14]([NH:18][CH:19]([CH:22]2[CH2:23][CH2:24]2)[CH2:20][CH3:21])[C:13]=1[NH2:25], predict the reactants needed to synthesize it. (2) Given the product [CH2:38]([O:37][CH:35]1[CH:34]([NH:46][C:47]([CH:49]2[CH2:53][CH2:52][CH2:51][N:50]2[C:54](=[O:68])[CH:55]([NH:57][C:58](=[O:67])[C:59]2[CH:64]=[CH:63][C:62]([NH2:65])=[C:61]([Cl:66])[CH:60]=2)[CH3:56])=[O:48])[CH2:33][C:32](=[O:31])[O:36]1)[CH3:39], predict the reactants needed to synthesize it. The reactants are: C(OC(=O)N)C=C.NC1C=CC(C(NC(C)C(N2CCCC2C(O)=O)=O)=O)=CC=1Cl.[O:31]=[C:32]1[O:36][CH:35]([O:37][CH2:38][CH2:39]C2C=CC=CC=2)[CH:34]([NH:46][C:47]([CH:49]2[CH2:53][CH2:52][CH2:51][N:50]2[C:54](=[O:68])[CH:55]([NH:57][C:58](=[O:67])[C:59]2[CH:64]=[CH:63][C:62]([NH2:65])=[C:61]([Cl:66])[CH:60]=2)[CH3:56])=[O:48])[CH2:33]1. (3) Given the product [Cl-:1].[C:13]([NH:12][C:9]1[CH:10]=[CH:11][C:6]([O:5][C:3](=[O:4])[CH2:2][N+:17]2([CH3:16])[CH2:21][CH2:20][CH2:19][CH2:18]2)=[CH:7][CH:8]=1)(=[O:15])[CH3:14], predict the reactants needed to synthesize it. The reactants are: [Cl:1][CH2:2][C:3]([O:5][C:6]1[CH:11]=[CH:10][C:9]([NH:12][C:13](=[O:15])[CH3:14])=[CH:8][CH:7]=1)=[O:4].[CH3:16][N:17]1[CH2:21][CH2:20][CH2:19][CH2:18]1. (4) Given the product [Cl:1][C:2]1[CH:3]=[C:4]([C:9]2[N:13]([C:14]3[CH:19]=[CH:18][N:27]=[C:26]([O:25][CH3:24])[CH:31]=3)[N:12]=[C:11]([C:20]([OH:22])=[O:21])[CH:10]=2)[CH:5]=[C:6]([F:8])[CH:7]=1, predict the reactants needed to synthesize it. The reactants are: [Cl:1][C:2]1[CH:3]=[C:4]([C:9]2[N:13]([C:14]3[CH:19]=[CH:18]C=CN=3)[N:12]=[C:11]([C:20]([OH:22])=[O:21])[CH:10]=2)[CH:5]=[C:6]([F:8])[CH:7]=1.Cl.[CH3:24][O:25][C:26]1[CH:31]=C(NN)C=C[N:27]=1. (5) Given the product [Br:1][C:2]1[C:3]([N:26]2[CH2:27][C:24]([OH:28])([CH3:23])[CH2:25]2)=[N:4][CH:5]=[C:6]([CH:21]=1)[C:7]([NH:9][C:10]1[CH:15]=[CH:14][C:13]([O:16][C:17]([F:20])([F:19])[F:18])=[CH:12][CH:11]=1)=[O:8], predict the reactants needed to synthesize it. The reactants are: [Br:1][C:2]1[C:3](Cl)=[N:4][CH:5]=[C:6]([CH:21]=1)[C:7]([NH:9][C:10]1[CH:15]=[CH:14][C:13]([O:16][C:17]([F:20])([F:19])[F:18])=[CH:12][CH:11]=1)=[O:8].[CH3:23][C:24]1([OH:28])[CH2:27][NH:26][CH2:25]1.CCN(C(C)C)C(C)C. (6) Given the product [OH:50][CH2:45][CH2:46][CH2:47][C:48]#[C:49][C:2]1[C:3]([O:11][CH2:12][C@H:13]2[C@H:18]([C:19]3[CH:24]=[CH:23][C:22]([F:25])=[CH:21][CH:20]=3)[CH2:17][CH2:16][NH:15][CH2:14]2)=[CH:4][C:5]2[O:9][CH2:8][O:7][C:6]=2[CH:10]=1, predict the reactants needed to synthesize it. The reactants are: Br[C:2]1[C:3]([O:11][CH2:12][C@H:13]2[C@H:18]([C:19]3[CH:24]=[CH:23][C:22]([F:25])=[CH:21][CH:20]=3)[CH2:17][CH2:16][NH:15][CH2:14]2)=[CH:4][C:5]2[O:9][CH2:8][O:7][C:6]=2[CH:10]=1.C1(P(C2C=CC=CC=2)C2C=CC=CC=2)C=CC=CC=1.[CH2:45]([OH:50])[CH2:46][CH2:47][C:48]#[CH:49].C(N(CC)CC)C.